Dataset: Reaction yield outcomes from USPTO patents with 853,638 reactions. Task: Predict the reaction yield, written as a fraction of the theoretical maximum amount of product (1.0 means a 100% yield; for example, 0.34 means a 34% yield). (1) The reactants are I[C:2]1[S:6][C:5]([NH:7][C:8](=[O:10])[CH3:9])=[N:4][C:3]=1[CH3:11].C([C:14]1[S:18][C:17](C2SC(NC(=O)C)=NC=2C)=[CH:16][CH:15]=1)=O.[F-].[K+].CC1(C)C(C)(C)OB(C2C=CSC=2)O1. The catalyst is C1(C)C=CC=CC=1.CO.C1C=CC(P(C2C=CC=CC=2)[C-]2C=CC=C2)=CC=1.C1C=CC(P(C2C=CC=CC=2)[C-]2C=CC=C2)=CC=1.Cl[Pd]Cl.[Fe+2]. The product is [CH3:11][C:3]1[N:4]=[C:5]([NH:7][C:8](=[O:10])[CH3:9])[S:6][C:2]=1[C:16]1[CH:15]=[CH:14][S:18][CH:17]=1. The yield is 0.660. (2) The reactants are [Cl:1][C:2]1[CH:11]=[CH:10][C:9]2[NH:8][C:7](=O)[C:6]3[N:13]=[CH:14][N:15]([CH3:16])[C:5]=3[C:4]=2[CH:3]=1.O=P(Cl)(Cl)[Cl:19]. No catalyst specified. The product is [Cl:19][C:7]1[C:6]2[N:13]=[CH:14][N:15]([CH3:16])[C:5]=2[C:4]2[CH:3]=[C:2]([Cl:1])[CH:11]=[CH:10][C:9]=2[N:8]=1. The yield is 0.560. (3) The catalyst is C(O)C.C(Cl)Cl. The reactants are [C:1]([O:5][C:6](=[O:19])[NH:7][CH2:8][CH2:9][CH2:10][C:11](=O)[C:12]1[CH:17]=[CH:16][CH:15]=[CH:14][CH:13]=1)([CH3:4])([CH3:3])[CH3:2].[F:20][C:21]1[CH:22]=[C:23]([CH:28]=[CH:29][CH:30]=1)[C:24]([NH:26][NH2:27])=[S:25]. The yield is 0.900. The product is [C:1]([O:5][C:6](=[O:19])[NH:7][CH2:8][CH2:9][CH2:10][C:11]1([C:12]2[CH:17]=[CH:16][CH:15]=[CH:14][CH:13]=2)[NH:27][N:26]=[C:24]([C:23]2[CH:28]=[CH:29][CH:30]=[C:21]([F:20])[CH:22]=2)[S:25]1)([CH3:4])([CH3:3])[CH3:2]. (4) The reactants are [CH:1]1([CH2:4][O:5][C:6]2[CH:14]=[CH:13][C:9]([C:10]([OH:12])=[O:11])=[CH:8][C:7]=2[O:15][S:16]([CH3:19])(=[O:18])=[O:17])[CH2:3][CH2:2]1.O[CH2:21][C:22]([O:24][CH2:25][C:26]1[CH:31]=[CH:30][CH:29]=[CH:28][CH:27]=1)=[O:23].C(Cl)CCl. The catalyst is CN(C1C=CN=CC=1)C.C(Cl)Cl. The product is [CH:1]1([CH2:4][O:5][C:6]2[CH:14]=[CH:13][C:9]([C:10]([O:12][CH2:21][C:22]([O:24][CH2:25][C:26]3[CH:31]=[CH:30][CH:29]=[CH:28][CH:27]=3)=[O:23])=[O:11])=[CH:8][C:7]=2[O:15][S:16]([CH3:19])(=[O:18])=[O:17])[CH2:3][CH2:2]1. The yield is 0.523.